This data is from Full USPTO retrosynthesis dataset with 1.9M reactions from patents (1976-2016). The task is: Predict the reactants needed to synthesize the given product. (1) Given the product [Br:9][C:10]1[CH:15]=[CH:14][C:13]([Cl:16])=[CH:12][C:11]=1[NH:17][C:18]([N:4]1[CH2:5][CH2:1][CH2:2][C@@H:3]1[C:6]([OH:8])=[O:7])=[O:19], predict the reactants needed to synthesize it. The reactants are: [CH2:1]1[CH2:5][NH:4][C@@H:3]([C:6]([OH:8])=[O:7])[CH2:2]1.[Br:9][C:10]1[CH:15]=[CH:14][C:13]([Cl:16])=[CH:12][C:11]=1[N:17]=[C:18]=[O:19]. (2) Given the product [NH:1]1[C:5]2[CH:6]=[CH:7][C:8]([CH2:10][OH:11])=[CH:9][C:4]=2[N:3]=[CH:2]1, predict the reactants needed to synthesize it. The reactants are: [NH:1]1[C:5]2[CH:6]=[CH:7][C:8]([C:10](O)=[O:11])=[CH:9][C:4]=2[N:3]=[CH:2]1.[H-].[Al+3].[Li+].[H-].[H-].[H-]. (3) The reactants are: [NH2:1][C:2]1[CH:7]=[CH:6][C:5](Br)=[CH:4][N:3]=1.C([O-])([O-])=O.[Na+].[Na+].[Cl:15][C:16]1[CH:21]=[CH:20][CH:19]=[CH:18][C:17]=1B(O)O. Given the product [Cl:15][C:16]1[CH:21]=[CH:20][CH:19]=[CH:18][C:17]=1[C:5]1[CH:6]=[CH:7][C:2]([NH2:1])=[N:3][CH:4]=1, predict the reactants needed to synthesize it.